The task is: Regression/Classification. Given a drug SMILES string, predict its toxicity properties. Task type varies by dataset: regression for continuous values (e.g., LD50, hERG inhibition percentage) or binary classification for toxic/non-toxic outcomes (e.g., AMES mutagenicity, cardiotoxicity, hepatotoxicity). Dataset: ames.. This data is from Ames mutagenicity test results for genotoxicity prediction. The compound is Oc1ccc(Nc2c3ccccc3nc3ccccc23)cc1. The result is 1 (mutagenic).